Dataset: Reaction yield outcomes from USPTO patents with 853,638 reactions. Task: Predict the reaction yield, written as a fraction of the theoretical maximum amount of product (1.0 means a 100% yield; for example, 0.34 means a 34% yield). (1) The reactants are [CH3:1][C:2]1[CH:7]=[CH:6][N:5]=[CH:4][C:3]=1[N:8]1[CH2:12][CH2:11][NH:10][C:9]1=[O:13].I[C:15]1[CH:24]=[CH:23][C:18]2[N:19]=[C:20]([CH3:22])[S:21][C:17]=2[CH:16]=1.N[C@@H]1CCCC[C@H]1N.P([O-])([O-])([O-])=O.[K+].[K+].[K+]. The catalyst is [Cu](I)I.O1CCOCC1. The product is [CH3:22][C:20]1[S:21][C:17]2[CH:16]=[C:15]([N:10]3[CH2:11][CH2:12][N:8]([C:3]4[CH:4]=[N:5][CH:6]=[CH:7][C:2]=4[CH3:1])[C:9]3=[O:13])[CH:24]=[CH:23][C:18]=2[N:19]=1. The yield is 0.628. (2) The reactants are Br[C:2]1[CH:7]=[CH:6][N:5]=[N:4][CH:3]=1.[OH:8][CH2:9][C:10]1[CH:15]=[CH:14][C:13](B(O)O)=[CH:12][CH:11]=1.C(=O)([O-])[O-].[K+].[K+].O. The yield is 0.640. The catalyst is COCCOC.C1C=CC([P]([Pd]([P](C2C=CC=CC=2)(C2C=CC=CC=2)C2C=CC=CC=2)([P](C2C=CC=CC=2)(C2C=CC=CC=2)C2C=CC=CC=2)[P](C2C=CC=CC=2)(C2C=CC=CC=2)C2C=CC=CC=2)(C2C=CC=CC=2)C2C=CC=CC=2)=CC=1. The product is [N:5]1[CH:6]=[CH:7][C:2]([C:13]2[CH:14]=[CH:15][C:10]([CH2:9][OH:8])=[CH:11][CH:12]=2)=[CH:3][N:4]=1. (3) The yield is 0.780. The catalyst is O1CCCC1. The reactants are CB1N2CCC[C@H]2C(C2C=CC=CC=2)(C2C=CC=CC=2)O1.[C:22]([C:25]1[C:26]([O:45][CH2:46][CH3:47])=[C:27]([CH:34]2[CH2:37][N:36]([C:38]([O:40][C:41]([CH3:44])([CH3:43])[CH3:42])=[O:39])[CH2:35]2)[C:28]([C:32]#[N:33])=[C:29]([Cl:31])[CH:30]=1)(=[O:24])[CH3:23]. The product is [Cl:31][C:29]1[C:28]([C:32]#[N:33])=[C:27]([CH:34]2[CH2:35][N:36]([C:38]([O:40][C:41]([CH3:44])([CH3:43])[CH3:42])=[O:39])[CH2:37]2)[C:26]([O:45][CH2:46][CH3:47])=[C:25]([CH:22]([OH:24])[CH3:23])[CH:30]=1.